The task is: Predict the reaction yield, written as a fraction of the theoretical maximum amount of product (1.0 means a 100% yield; for example, 0.34 means a 34% yield).. This data is from Reaction yield outcomes from USPTO patents with 853,638 reactions. (1) The reactants are [F:1][C:2]1[CH:24]=[CH:23][C:5]([O:6][C:7]2[CH:8]=[C:9]3[C:13](=[CH:14][C:15]=2[C:16]([NH2:18])=[O:17])[N:12]([CH2:19][CH:20]([CH3:22])[CH3:21])[N:11]=[CH:10]3)=[CH:4][CH:3]=1.[C:25](N1C=CN=C1)([N:27]1[CH:31]=[CH:30]N=[CH:28]1)=O. The catalyst is C1COCC1. The product is [CH3:25][N:27]([CH3:28])[CH2:31][CH2:30][NH:18][C:16]([C:15]1[CH:14]=[C:13]2[C:9]([CH:10]=[N:11][N:12]2[CH2:19][CH:20]([CH3:22])[CH3:21])=[CH:8][C:7]=1[O:6][C:5]1[CH:23]=[CH:24][C:2]([F:1])=[CH:3][CH:4]=1)=[O:17]. The yield is 0.580. (2) The reactants are [N:1]1[CH:6]=[CH:5][N:4]=[C:3]([C:7]([OH:9])=[O:8])[C:2]=1[C:10]([OH:12])=[O:11].OS(O)(=O)=O.[CH3:18]O. No catalyst specified. The product is [CH3:18][O:11][C:10]([C:2]1[C:3]([C:7]([OH:9])=[O:8])=[N:4][CH:5]=[CH:6][N:1]=1)=[O:12]. The yield is 0.470. (3) The reactants are [Cl:1][C:2]1[C:12]([N:13]2[CH2:18][CH2:17][O:16][CH2:15][CH2:14]2)=[N:11][C:10]2[O:9][CH2:8][CH2:7][N:6](C(OC(C)(C)C)=O)[CH2:5][C:4]=2[CH:3]=1.[BrH:26].C(O)C. The catalyst is C(O)C. The product is [BrH:26].[Cl:1][C:2]1[C:12]([N:13]2[CH2:14][CH2:15][O:16][CH2:17][CH2:18]2)=[N:11][C:10]2[O:9][CH2:8][CH2:7][NH:6][CH2:5][C:4]=2[CH:3]=1. The yield is 0.250. (4) The reactants are [CH2:1]([N:8]1[CH:13]2[CH2:14][CH2:15][CH:9]1[CH2:10][C:11](=[N:16]O)[CH2:12]2)[C:2]1[CH:7]=[CH:6][CH:5]=[CH:4][CH:3]=1.[Na].Cl. The catalyst is C(O)CCCC. The product is [CH2:1]([N:8]1[CH:9]2[CH2:15][CH2:14][CH:13]1[CH2:12][CH:11]([NH2:16])[CH2:10]2)[C:2]1[CH:3]=[CH:4][CH:5]=[CH:6][CH:7]=1. The yield is 0.360. (5) The yield is 0.720. The product is [CH2:1]([N:8]1[C:16]2[C:11](=[CH:12][C:13]([C:23]3[C:42]([C:43]([O:45][CH2:46][CH3:47])=[O:44])=[C:36]4[C:37]5[C:32](=[CH:31][C:30]([O:29][CH3:28])=[C:39]([O:40][CH3:41])[CH:38]=5)[CH2:33][CH2:34][N:35]4[C:24]=3[CH3:25])=[CH:14][CH:15]=2)[CH2:10][CH2:9]1)[C:2]1[CH:3]=[CH:4][CH:5]=[CH:6][CH:7]=1. The reactants are [CH2:1]([N:8]1[C:16]2[C:11](=[CH:12][CH:13]=[CH:14][CH:15]=2)[CH2:10][CH2:9]1)[C:2]1[CH:7]=[CH:6][CH:5]=[CH:4][CH:3]=1.[N+](CC)([O-])=O.N1CC[CH2:25][CH2:24][CH2:23]1.[CH3:28][O:29][C:30]1[CH:31]=[C:32]2[C:37](=[CH:38][C:39]=1[O:40][CH3:41])/[C:36](=[CH:42]\[C:43]([O:45][CH2:46][CH3:47])=[O:44])/[NH:35][CH2:34][CH2:33]2. The catalyst is C(O)C.C(O)(C)C.